Predict the reactants needed to synthesize the given product. From a dataset of Full USPTO retrosynthesis dataset with 1.9M reactions from patents (1976-2016). (1) The reactants are: C(N[C@H](C(N[C@H:17]([C:21]([OH:23])=[O:22])[CH:18](C)C)=O)[C@H](CC)C)(OC(C)(C)C)=O.CC1C=C(C)C(S(N2N=C([N+]([O-])=O)N=C2)(=O)=[O:33])=C(C)C=1.C[C:45]1[NH:46][CH:47]=[CH:48][N:49]=1. Given the product [CH:47]1[N:46]=[CH:45][NH:49][C:48]=1[CH2:18][C@H:17]([OH:33])[C:21]([OH:23])=[O:22], predict the reactants needed to synthesize it. (2) Given the product [Br:20][CH2:42][C:26]1[C:25]2[C:29](=[CH:30][CH:31]=[C:23]([F:22])[CH:24]=2)[N:28]([S:32]([C:35]2[CH:41]=[CH:40][C:38]([CH3:39])=[CH:37][CH:36]=2)(=[O:34])=[O:33])[CH:27]=1, predict the reactants needed to synthesize it. The reactants are: C1(P(C2C=CC=CC=2)C2C=CC=CC=2)C=CC=CC=1.[Br:20]Br.[F:22][C:23]1[CH:24]=[C:25]2[C:29](=[CH:30][CH:31]=1)[N:28]([S:32]([C:35]1[CH:41]=[CH:40][C:38]([CH3:39])=[CH:37][CH:36]=1)(=[O:34])=[O:33])[CH:27]=[C:26]2[CH2:42]O. (3) The reactants are: [F:1][C:2]1[CH:7]=[CH:6][C:5]([C@@H:8]2[CH2:17][CH:16]([OH:18])[CH2:15][C@@H:14]3[N:9]2[C:10](=[O:19])[CH2:11][CH2:12][CH2:13]3)=[CH:4][CH:3]=1.N1C=CN=C1.[CH3:25][C:26]([Si:29](Cl)([CH3:31])[CH3:30])([CH3:28])[CH3:27].O.C(=O)(O)[O-].[Na+]. Given the product [Si:29]([O:18][C@H:16]1[CH2:15][C@@H:14]2[N:9]([C:10](=[O:19])[CH2:11][CH2:12][CH2:13]2)[C@H:8]([C:5]2[CH:4]=[CH:3][C:2]([F:1])=[CH:7][CH:6]=2)[CH2:17]1)([C:26]([CH3:28])([CH3:27])[CH3:25])([CH3:31])[CH3:30].[Si:29]([O:18][C@@H:16]1[CH2:15][C@@H:14]2[N:9]([C:10](=[O:19])[CH2:11][CH2:12][CH2:13]2)[C@H:8]([C:5]2[CH:4]=[CH:3][C:2]([F:1])=[CH:7][CH:6]=2)[CH2:17]1)([C:26]([CH3:28])([CH3:27])[CH3:25])([CH3:31])[CH3:30], predict the reactants needed to synthesize it. (4) Given the product [F:11][C:12]([F:22])([F:23])[C:13]1[CH:14]=[C:15]([NH:19][C:20](=[O:21])[NH:1][C:2]2[C:3]([C:8]([OH:10])=[O:9])=[N:4][CH:5]=[CH:6][N:7]=2)[CH:16]=[CH:17][CH:18]=1, predict the reactants needed to synthesize it. The reactants are: [NH2:1][C:2]1[C:3]([C:8]([OH:10])=[O:9])=[N:4][CH:5]=[CH:6][N:7]=1.[F:11][C:12]([F:23])([F:22])[C:13]1[CH:14]=[C:15]([N:19]=[C:20]=[O:21])[CH:16]=[CH:17][CH:18]=1. (5) The reactants are: C([O:3][C:4]([C:6]1[N:7]([CH2:18][Si:19]([CH3:22])([CH3:21])[CH3:20])[N:8]=[N:9][C:10]=1[C:11]1[CH:16]=[CH:15][C:14]([F:17])=[CH:13][CH:12]=1)=O)C.[H-].[Al+3].[Li+].[H-].[H-].[H-].O.[OH-].[Na+]. Given the product [F:17][C:14]1[CH:15]=[CH:16][C:11]([C:10]2[N:9]=[N:8][N:7]([CH2:18][Si:19]([CH3:20])([CH3:21])[CH3:22])[C:6]=2[CH2:4][OH:3])=[CH:12][CH:13]=1, predict the reactants needed to synthesize it. (6) Given the product [C:1]([C:4]1[N:9]=[C:8]([C:10]2[CH:15]=[CH:14][C:13]([C:16]3[CH:21]=[CH:20][C:19]([CH2:22][C:23]([NH:61][CH2:62][C:63]([O:65][CH3:66])=[O:64])=[O:24])=[CH:18][C:17]=3[Cl:26])=[CH:12][CH:11]=2)[C:7]([CH3:27])=[N:6][C:5]=1[CH3:28])(=[O:3])[NH2:2], predict the reactants needed to synthesize it. The reactants are: [C:1]([C:4]1[N:9]=[C:8]([C:10]2[CH:15]=[CH:14][C:13]([C:16]3[CH:21]=[CH:20][C:19]([CH2:22][C:23](O)=[O:24])=[CH:18][C:17]=3[Cl:26])=[CH:12][CH:11]=2)[C:7]([CH3:27])=[N:6][C:5]=1[CH3:28])(=[O:3])[NH2:2].Cl.CN(C)CCCN=C=NCC.N1(O)C2C=CC=CC=2N=N1.C(N(C(C)C)C(C)C)C.Cl.[NH2:61][CH2:62][C:63]([O:65][CH3:66])=[O:64]. (7) Given the product [CH2:13]([O:12][C:10]([N:2]([CH3:1])[CH2:3][CH2:4][CH2:5][C:6]([O:8][C:14]([CH3:19])([CH3:15])[CH3:13])=[O:7])=[O:11])[C:14]1[CH:19]=[CH:18][CH:17]=[CH:16][CH:15]=1, predict the reactants needed to synthesize it. The reactants are: [CH3:1][NH:2][CH2:3][CH2:4][CH2:5][C:6]([OH:8])=[O:7].Cl[C:10]([O:12][CH2:13][C:14]1[CH:19]=[CH:18][CH:17]=[CH:16][CH:15]=1)=[O:11].Cl(O)(=O)(=O)=O.